From a dataset of Forward reaction prediction with 1.9M reactions from USPTO patents (1976-2016). Predict the product of the given reaction. (1) Given the reactants [Cl:1][C:2]1[C:11]2[C:6](=[CH:7][CH:8]=[C:9]([CH:12]=[O:13])[CH:10]=2)[N:5]=[C:4]([N:14]2[CH2:20][C:19]3[CH:21]=[CH:22][CH:23]=[CH:24][C:18]=3[S:17](=[O:26])(=[O:25])[CH2:16][CH2:15]2)[CH:3]=1.[CH3:27][Mg]Br, predict the reaction product. The product is: [Cl:1][C:2]1[C:11]2[C:6](=[CH:7][CH:8]=[C:9]([CH:12]([OH:13])[CH3:27])[CH:10]=2)[N:5]=[C:4]([N:14]2[CH2:20][C:19]3[CH:21]=[CH:22][CH:23]=[CH:24][C:18]=3[S:17](=[O:26])(=[O:25])[CH2:16][CH2:15]2)[CH:3]=1. (2) Given the reactants [OH:1][C:2]1[CH:9]=[CH:8][C:5]([CH:6]=[O:7])=[CH:4][C:3]=1[CH3:10].Br[CH2:12][CH2:13][CH2:14][CH2:15][CH2:16][CH3:17], predict the reaction product. The product is: [CH2:12]([O:1][C:2]1[CH:9]=[CH:8][C:5]([CH:6]=[O:7])=[CH:4][C:3]=1[CH3:10])[CH2:13][CH2:14][CH2:15][CH2:16][CH3:17]. (3) The product is: [Br:8][C:9]1[CH:10]=[C:11]([CH:12]2[C:20]3[C:21](=[O:25])[CH2:22][CH2:23][CH2:24][C:19]=3[NH:18][C:3]3[CH:4]=[CH:5][C:1](=[O:7])[C:2]2=3)[CH:14]=[CH:15][C:16]=1[F:17]. Given the reactants [C:1]1(=[O:7])[CH:5]=[CH:4][C:3](=O)[CH2:2]1.[Br:8][C:9]1[CH:10]=[C:11]([CH:14]=[CH:15][C:16]=1[F:17])[CH:12]=O.[NH2:18][C:19]1[CH2:24][CH2:23][CH2:22][C:21](=[O:25])[CH:20]=1, predict the reaction product.